This data is from Reaction yield outcomes from USPTO patents with 853,638 reactions. The task is: Predict the reaction yield, written as a fraction of the theoretical maximum amount of product (1.0 means a 100% yield; for example, 0.34 means a 34% yield). (1) The reactants are [C:1]([O:5][C:6]([N:8]1[CH2:13][CH2:12][N:11]([C:14]2[CH:22]=[CH:21][C:17]([C:18]([OH:20])=O)=[CH:16][C:15]=2[CH3:23])[CH2:10][CH2:9]1)=[O:7])([CH3:4])([CH3:3])[CH3:2].Cl.[CH2:25]([NH2:27])[CH3:26].Cl.C(N=C=NCCCN(C)C)C.O.N1(O)C2C=CC=CC=2N=N1.CN1CCOCC1. The catalyst is CN(C=O)C.O. The product is [CH2:25]([NH:27][C:18]([C:17]1[CH:21]=[CH:22][C:14]([N:11]2[CH2:10][CH2:9][N:8]([C:6]([O:5][C:1]([CH3:3])([CH3:2])[CH3:4])=[O:7])[CH2:13][CH2:12]2)=[C:15]([CH3:23])[CH:16]=1)=[O:20])[CH3:26]. The yield is 0.990. (2) The reactants are [C:1]([C:4]1[N:5]=[C:6]([N:9]2[CH2:12][CH:11](OS(C)(=O)=O)[CH2:10]2)[O:7][CH:8]=1)(=[O:3])[NH2:2].[C:18]([O-:21])(=[S:20])[CH3:19].[K+]. The catalyst is CN(C)C=O. The product is [C:18]([S:20][CH:11]1[CH2:10][N:9]([C:6]2[O:7][CH:8]=[C:4]([C:1](=[O:3])[NH2:2])[N:5]=2)[CH2:12]1)(=[O:21])[CH3:19]. The yield is 0.630. (3) The reactants are [OH:1][C@@H:2]1[CH2:7][CH2:6][CH2:5][CH2:4][C@:3]1([CH3:21])[C:8]([O:10]CCN(C)C1C=CC=CN=1)=[O:9].O.Cl. The catalyst is C1COCC1.CO.[OH-].[Li+]. The product is [OH:1][C@@H:2]1[CH2:7][CH2:6][CH2:5][CH2:4][C@:3]1([CH3:21])[C:8]([OH:10])=[O:9]. The yield is 0.740. (4) The reactants are Cl[CH2:2][CH2:3][CH2:4][CH2:5][N:6]1[C:14]2[CH2:13][CH2:12][CH2:11][C:10](=[O:15])[C:9]=2[CH:8]=[CH:7]1.OC(C)(C)CC(=O)C.[I-].[Na+].[F:26][C:27]([F:41])([F:40])[C:28]1[CH:29]=[C:30]([N:34]2[CH2:39][CH2:38][NH:37][CH2:36][CH2:35]2)[CH:31]=[CH:32][CH:33]=1.C(=O)([O-])[O-].[K+].[K+]. The catalyst is C(#N)C.ClCCl.C(OCC)(=O)C.ClCCl. The product is [F:41][C:27]([F:26])([F:40])[C:28]1[CH:29]=[C:30]([N:34]2[CH2:39][CH2:38][N:37]([CH2:2][CH2:3][CH2:4][CH2:5][N:6]3[C:14]4[CH2:13][CH2:12][CH2:11][C:10](=[O:15])[C:9]=4[CH:8]=[CH:7]3)[CH2:36][CH2:35]2)[CH:31]=[CH:32][CH:33]=1. The yield is 0.915. (5) The reactants are [O:1]1[CH2:6][CH2:5][N:4]([CH2:7][C:8]2[N:9]=[C:10]([NH:13]C(=O)OC(C)(C)C)[S:11][CH:12]=2)[CH2:3][CH2:2]1.[F:21][C:22]([F:27])([F:26])[C:23]([OH:25])=[O:24]. The catalyst is C(Cl)Cl. The product is [F:21][C:22]([F:27])([F:26])[C:23]([OH:25])=[O:24].[O:1]1[CH2:6][CH2:5][N:4]([CH2:7][C:8]2[N:9]=[C:10]([NH2:13])[S:11][CH:12]=2)[CH2:3][CH2:2]1. The yield is 1.00. (6) The reactants are [CH2:1]([O:8][CH2:9][CH2:10][CH2:11][CH2:12][O:13][C:14]1([C:25]2[CH:30]=[CH:29][CH:28]=[CH:27][C:26]=2[CH3:31])[CH2:17][N:16](C(OC(C)(C)C)=O)[CH2:15]1)[C:2]1[CH:7]=[CH:6][CH:5]=[CH:4][CH:3]=1.[F:32][C:33]([F:38])([F:37])[C:34]([OH:36])=[O:35]. The catalyst is ClCCl. The product is [F:32][C:33]([F:38])([F:37])[C:34]([OH:36])=[O:35].[CH2:1]([O:8][CH2:9][CH2:10][CH2:11][CH2:12][O:13][C:14]1([C:25]2[CH:30]=[CH:29][CH:28]=[CH:27][C:26]=2[CH3:31])[CH2:17][NH:16][CH2:15]1)[C:2]1[CH:7]=[CH:6][CH:5]=[CH:4][CH:3]=1. The yield is 1.00.